Task: Predict which catalyst facilitates the given reaction.. Dataset: Catalyst prediction with 721,799 reactions and 888 catalyst types from USPTO (1) Reactant: [C:1]([C:5]1[CH:9]=[C:8]([NH:10][C:11]([NH:13][C:14]2[CH:19]=[CH:18][C:17]([O:20][C:21]3[CH:26]=[CH:25][N:24]=[C:23]([C:27](=[O:30])[NH:28][CH3:29])[CH:22]=3)=[CH:16][C:15]=2[F:31])=[O:12])[N:7]([C:32]2[CH:33]=[C:34]3[C:39](=[CH:40][CH:41]=2)[CH2:38][N:37](C(OCC2C=CC=CC=2)=O)[CH2:36][CH2:35]3)[N:6]=1)([CH3:4])([CH3:3])[CH3:2].C(O)=O. Product: [C:1]([C:5]1[CH:9]=[C:8]([NH:10][C:11]([NH:13][C:14]2[CH:19]=[CH:18][C:17]([O:20][C:21]3[CH:26]=[CH:25][N:24]=[C:23]([C:27](=[O:30])[NH:28][CH3:29])[CH:22]=3)=[CH:16][C:15]=2[F:31])=[O:12])[N:7]([C:32]2[CH:33]=[C:34]3[C:39](=[CH:40][CH:41]=2)[CH2:38][NH:37][CH2:36][CH2:35]3)[N:6]=1)([CH3:4])([CH3:2])[CH3:3]. The catalyst class is: 19. (2) Reactant: [NH2:1][C:2]1[CH:7]=[CH:6][C:5]([F:8])=[CH:4][N:3]=1.C[Al](C)C.C[O:14][C:15]([C:17]1[N:18]=[C:19]([CH3:23])[S:20][C:21]=1[Br:22])=O.S([O-])([O-])(=O)=O.[Na+].[Na+]. Product: [F:8][C:5]1[CH:6]=[CH:7][C:2]([NH:1][C:15]([C:17]2[N:18]=[C:19]([CH3:23])[S:20][C:21]=2[Br:22])=[O:14])=[N:3][CH:4]=1. The catalyst class is: 38. (3) Reactant: [CH:1]([O:4][C:5]1[CH:6]=[C:7]([CH:20]=[C:21]([C:23](=[O:30])[NH:24][C:25]2[CH:29]=[CH:28][NH:27][N:26]=2)[CH:22]=1)[O:8][C:9]1[CH:10]=[CH:11][C:12]([C:15]([O:17]CC)=[O:16])=[N:13][CH:14]=1)([CH3:3])[CH3:2].CO.[OH-].[Na+].Cl. Product: [CH:1]([O:4][C:5]1[CH:6]=[C:7]([CH:20]=[C:21]([C:23](=[O:30])[NH:24][C:25]2[CH:29]=[CH:28][NH:27][N:26]=2)[CH:22]=1)[O:8][C:9]1[CH:10]=[CH:11][C:12]([C:15]([OH:17])=[O:16])=[N:13][CH:14]=1)([CH3:3])[CH3:2]. The catalyst class is: 6. (4) Reactant: [Cl:1][C:2]1[CH:9]=[CH:8][C:5]([CH:6]=[O:7])=[C:4](F)[CH:3]=1.Cl.[N:12]1([C:17]([CH:19]2[CH2:24][CH2:23][NH:22][CH2:21][CH2:20]2)=[O:18])[CH2:16][CH2:15][CH2:14][CH2:13]1.C([O-])([O-])=O.[K+].[K+].CS(C)=O. Product: [Cl:1][C:2]1[CH:9]=[CH:8][C:5]([CH:6]=[O:7])=[C:4]([N:22]2[CH2:21][CH2:20][CH:19]([C:17]([N:12]3[CH2:16][CH2:15][CH2:14][CH2:13]3)=[O:18])[CH2:24][CH2:23]2)[CH:3]=1. The catalyst class is: 6. (5) Reactant: [ClH:1].C(OC([N:9]1[CH2:14][CH2:13][CH:12]([CH2:15][CH2:16][CH2:17][O:18][C:19]2[CH:24]=[CH:23][C:22]([C:25]([N:27]3[CH2:36][C:35]4[CH:34]=[N:33][N:32]([CH3:37])[C:31]=4[NH:30][C:29]4[CH:38]=[CH:39][CH:40]=[CH:41][C:28]3=4)=[O:26])=[CH:21][C:20]=2[CH3:42])[CH2:11][CH2:10]1)=O)(C)(C)C. Product: [ClH:1].[CH3:37][N:32]1[C:31]2[NH:30][C:29]3[CH:38]=[CH:39][CH:40]=[CH:41][C:28]=3[N:27]([C:25]([C:22]3[CH:23]=[CH:24][C:19]([O:18][CH2:17][CH2:16][CH2:15][CH:12]4[CH2:13][CH2:14][NH:9][CH2:10][CH2:11]4)=[C:20]([CH3:42])[CH:21]=3)=[O:26])[CH2:36][C:35]=2[CH:34]=[N:33]1. The catalyst class is: 169. (6) Reactant: [F:1][C:2]1[CH:7]=[CH:6][C:5]([F:8])=[CH:4][C:3]=1[C:9]1[CH2:13][N:12]([C:14]([N:16]([CH3:18])[CH3:17])=[O:15])[C:11]([CH2:25][CH2:26][C:27](OC)=[O:28])([C:19]2[CH:24]=[CH:23][CH:22]=[CH:21][CH:20]=2)[CH:10]=1.[H-].[Al+3].[Li+].[H-].[H-].[H-]. Product: [F:1][C:2]1[CH:7]=[CH:6][C:5]([F:8])=[CH:4][C:3]=1[C:9]1[CH2:13][N:12]([C:14]([N:16]([CH3:17])[CH3:18])=[O:15])[C:11]([CH2:25][CH2:26][CH2:27][OH:28])([C:19]2[CH:24]=[CH:23][CH:22]=[CH:21][CH:20]=2)[CH:10]=1. The catalyst class is: 1.